Dataset: Full USPTO retrosynthesis dataset with 1.9M reactions from patents (1976-2016). Task: Predict the reactants needed to synthesize the given product. (1) The reactants are: [C:1]([C:3]1[C:7]([C:8]2[CH:13]=[C:12]([C:14]([F:17])([F:16])[F:15])[CH:11]=[C:10]([S:18]([CH:21](C)C)(=[O:20])=[O:19])[CH:9]=2)=[CH:6][N:5]([CH2:24][C:25]([OH:27])=[O:26])[CH:4]=1)#[N:2].CI. Given the product [C:1]([C:3]1[C:7]([C:8]2[CH:13]=[C:12]([C:14]([F:16])([F:15])[F:17])[CH:11]=[C:10]([S:18]([CH3:21])(=[O:19])=[O:20])[CH:9]=2)=[CH:6][N:5]([CH2:24][C:25]([OH:27])=[O:26])[CH:4]=1)#[N:2], predict the reactants needed to synthesize it. (2) Given the product [C:1]([O:5][C:6]([C:8]1[C:9]([N:34]2[CH2:39][CH2:38][CH2:37][CH2:36][CH2:35]2)=[N:10][C:11]2[C:16]([C:17]=1[C:18]1[CH:23]=[CH:22][CH:21]=[C:20]([Cl:24])[CH:19]=1)=[CH:15][C:14]([Cl:25])=[CH:13][CH:12]=2)=[O:7])([CH3:4])([CH3:3])[CH3:2], predict the reactants needed to synthesize it. The reactants are: [C:1]([O:5][C:6]([C:8]1[C:9](OS(C(F)(F)F)(=O)=O)=[N:10][C:11]2[C:16]([C:17]=1[C:18]1[CH:23]=[CH:22][CH:21]=[C:20]([Cl:24])[CH:19]=1)=[CH:15][C:14]([Cl:25])=[CH:13][CH:12]=2)=[O:7])([CH3:4])([CH3:3])[CH3:2].[NH:34]1[CH2:39][CH2:38][CH2:37][CH2:36][CH2:35]1.